Dataset: NCI-60 drug combinations with 297,098 pairs across 59 cell lines. Task: Regression. Given two drug SMILES strings and cell line genomic features, predict the synergy score measuring deviation from expected non-interaction effect. Drug 1: CC(C1=C(C=CC(=C1Cl)F)Cl)OC2=C(N=CC(=C2)C3=CN(N=C3)C4CCNCC4)N. Drug 2: C1CNP(=O)(OC1)N(CCCl)CCCl. Cell line: KM12. Synergy scores: CSS=38.6, Synergy_ZIP=8.90, Synergy_Bliss=7.86, Synergy_Loewe=-37.8, Synergy_HSA=2.52.